This data is from Forward reaction prediction with 1.9M reactions from USPTO patents (1976-2016). The task is: Predict the product of the given reaction. (1) Given the reactants Cl.C(O)C.[F:5][C:6]([F:41])([F:40])[C:7]([C:16]1[CH:21]=[CH:20][C:19]([O:22][CH2:23][CH2:24][CH2:25][CH2:26][N:27]2[C:31](=[O:32])[C:30]([CH3:34])([CH3:33])[N:29]([CH3:35])[C:28]2=[O:36])=[C:18]([CH2:37][CH2:38][CH3:39])[CH:17]=1)([O:12]COC)[C:8]([F:11])([F:10])[F:9], predict the reaction product. The product is: [F:41][C:6]([F:5])([F:40])[C:7]([C:16]1[CH:21]=[CH:20][C:19]([O:22][CH2:23][CH2:24][CH2:25][CH2:26][N:27]2[C:31](=[O:32])[C:30]([CH3:33])([CH3:34])[N:29]([CH3:35])[C:28]2=[O:36])=[C:18]([CH2:37][CH2:38][CH3:39])[CH:17]=1)([OH:12])[C:8]([F:11])([F:10])[F:9]. (2) Given the reactants [CH3:1][O:2][C:3]1[CH:4]=[C:5](/[CH:11]=[CH:12]/[C:13]([NH:15][C:16]2[CH:28]=[C:27]([O:29][C:30]3[CH:35]=[CH:34][CH:33]=[CH:32][CH:31]=3)[CH:26]=[CH:25][C:17]=2[C:18]([O:20]C(C)(C)C)=[O:19])=[O:14])[CH:6]=[CH:7][C:8]=1[O:9][CH3:10], predict the reaction product. The product is: [CH3:1][O:2][C:3]1[CH:4]=[C:5](/[CH:11]=[CH:12]/[C:13]([NH:15][C:16]2[CH:28]=[C:27]([O:29][C:30]3[CH:35]=[CH:34][CH:33]=[CH:32][CH:31]=3)[CH:26]=[CH:25][C:17]=2[C:18]([OH:20])=[O:19])=[O:14])[CH:6]=[CH:7][C:8]=1[O:9][CH3:10].